From a dataset of Full USPTO retrosynthesis dataset with 1.9M reactions from patents (1976-2016). Predict the reactants needed to synthesize the given product. (1) Given the product [CH2:14]([N:8]1[C:7]([CH2:18][NH:19][C:20](=[O:26])[O:21][C:22]([CH3:25])([CH3:23])[CH3:24])=[C:6]([C:27]2[CH:28]=[CH:29][CH:30]=[CH:31][CH:32]=2)[C:5]2[C:10](=[CH:11][CH:12]=[C:3]([CH2:2][NH:1][C:33](=[O:37])[CH:34]([CH3:36])[CH3:35])[CH:4]=2)[C:9]1=[O:13])[CH:15]([CH3:17])[CH3:16], predict the reactants needed to synthesize it. The reactants are: [NH2:1][CH2:2][C:3]1[CH:4]=[C:5]2[C:10](=[CH:11][CH:12]=1)[C:9](=[O:13])[N:8]([CH2:14][CH:15]([CH3:17])[CH3:16])[C:7]([CH2:18][NH:19][C:20](=[O:26])[O:21][C:22]([CH3:25])([CH3:24])[CH3:23])=[C:6]2[C:27]1[CH:32]=[CH:31][CH:30]=[CH:29][CH:28]=1.[C:33](Cl)(=[O:37])[CH:34]([CH3:36])[CH3:35].C(N(CC)CC)C. (2) Given the product [F:1][C:2]1[CH:3]=[CH:4][C:5]([C:6]([NH:7][CH2:8][C:9](=[O:11])[NH:32][CH:21]([C:18]2[CH:17]=[CH:16][C:15]([CH3:33])=[CH:20][CH:19]=2)[C:22]2[CH:27]=[CH:26][CH:25]=[C:24]([C:28]([F:29])([F:30])[F:31])[CH:23]=2)=[O:12])=[CH:13][CH:14]=1, predict the reactants needed to synthesize it. The reactants are: [F:1][C:2]1[CH:14]=[CH:13][C:5]([C:6](=[O:12])[NH:7][CH2:8][C:9]([OH:11])=O)=[CH:4][CH:3]=1.[C:15]1([CH3:33])[CH:20]=[CH:19][C:18]([CH:21]([NH2:32])[C:22]2[CH:27]=[CH:26][CH:25]=[C:24]([C:28]([F:31])([F:30])[F:29])[CH:23]=2)=[CH:17][CH:16]=1. (3) Given the product [NH2:7][CH2:6][C:5]1[C:4]([F:30])=[CH:3][C:2]([Cl:1])=[C:15]([C:16]2[NH:20][C:19](=[O:21])[N:18]([C:22]3[CH:27]=[CH:26][C:25]([F:28])=[C:24]([Cl:29])[CH:23]=3)[N:17]=2)[CH:14]=1, predict the reactants needed to synthesize it. The reactants are: [Cl:1][C:2]1[C:15]([C:16]2[NH:20][C:19](=[O:21])[N:18]([C:22]3[CH:27]=[CH:26][C:25]([F:28])=[C:24]([Cl:29])[CH:23]=3)[N:17]=2)=[CH:14][C:5]([CH2:6][NH:7]C(=O)C(F)(F)F)=[C:4]([F:30])[CH:3]=1.[OH-].[K+].O. (4) The reactants are: Cl[C:2]1[N:7]=[C:6]([NH:8][C@H:9]([C:11]2[N:16]=[CH:15][C:14]([F:17])=[CH:13][N:12]=2)[CH3:10])[N:5]=[C:4]([NH:18][C:19]2[N:20]=[CH:21][N:22]([CH3:24])[CH:23]=2)[CH:3]=1.C1C=CC(P([C:38]2[C:47]([C:48]3C(P(C4C=CC=CC=4)C4C=CC=CC=4)=CC=[C:54]4[C:49]=3[CH:50]=[CH:51][CH:52]=[CH:53]4)=[C:46]3[C:41](C=CC=C3)=[CH:40][CH:39]=2)C2C=CC=CC=2)=CC=1.CC([N:74](C)C)=O. Given the product [C:47]1([C:48]([C:49]2[CH:54]=[CH:53][CH:52]=[CH:51][CH:50]=2)=[N:74][C:2]2[CH:3]=[C:4]([NH:18][C:19]3[N:20]=[CH:21][N:22]([CH3:24])[CH:23]=3)[N:5]=[C:6]([NH:8][C@H:9]([C:11]3[N:16]=[CH:15][C:14]([F:17])=[CH:13][N:12]=3)[CH3:10])[N:7]=2)[CH:46]=[CH:41][CH:40]=[CH:39][CH:38]=1, predict the reactants needed to synthesize it. (5) Given the product [OH:12][CH2:14][C:9]1[CH:10]=[C:5]([C:1]([CH3:4])([CH3:2])[CH3:3])[CH:6]=[CH:7][C:8]=1[OH:11], predict the reactants needed to synthesize it. The reactants are: [C:1]([C:5]1[CH:10]=[CH:9][C:8]([OH:11])=[CH:7][CH:6]=1)([CH3:4])([CH3:3])[CH3:2].[OH-:12].[Na+].[CH2:14]=O. (6) Given the product [Br:8][C:9]1[CH:10]=[C:11]([CH:15]=[N:7][S:5]([C:2]([CH3:4])([CH3:3])[CH3:1])=[O:6])[CH:12]=[N:13][CH:14]=1, predict the reactants needed to synthesize it. The reactants are: [CH3:1][C:2]([S:5]([NH2:7])=[O:6])([CH3:4])[CH3:3].[Br:8][C:9]1[CH:10]=[C:11]([CH:15]=O)[CH:12]=[N:13][CH:14]=1.O. (7) The reactants are: [F:1][C:2]1[CH:3]=[C:4]([CH:21]=[CH:22][C:23]=1[F:24])[CH2:5][N:6]1[C:10](=[O:11])[N:9]([C:12]2[CH:13]=[C:14]([CH:18]=[CH:19][N:20]=2)[C:15](O)=[O:16])[CH:8]=[N:7]1.C(N(C(C)C)CC)(C)C.O.[OH:35][N:36]1[C:40]2[CH:41]=[CH:42][CH:43]=C[C:39]=2[N:38]=N1.F[B-](F)(F)F.N1(OC(N(C)C)=[N+](C)C)C2C=CC=CC=2N=N1.CC1ON=C(CN)C=1. Given the product [F:1][C:2]1[CH:3]=[C:4]([CH:21]=[CH:22][C:23]=1[F:24])[CH2:5][N:6]1[C:10](=[O:11])[N:9]([C:12]2[CH:13]=[C:14]([CH:18]=[CH:19][N:20]=2)[C:15]([NH:38][CH2:39][C:40]2[CH:41]=[C:42]([CH3:43])[O:35][N:36]=2)=[O:16])[CH:8]=[N:7]1, predict the reactants needed to synthesize it.